From a dataset of Reaction yield outcomes from USPTO patents with 853,638 reactions. Predict the reaction yield, written as a fraction of the theoretical maximum amount of product (1.0 means a 100% yield; for example, 0.34 means a 34% yield). (1) The reactants are C([O:7][CH2:8][C@@H:9]([C:34]1[CH:39]=[CH:38][C:37]([C:40]([F:43])([F:42])[F:41])=[CH:36][CH:35]=1)[C@H:10]([NH:26][C:27]([O:29][C:30]([CH3:33])([CH3:32])[CH3:31])=[O:28])[CH2:11][N:12]([C:20]1[S:21][C:22]([Br:25])=[CH:23][N:24]=1)[C:13]([O:15][C:16]([CH3:19])([CH3:18])[CH3:17])=[O:14])(=O)C(C)(C)C.[Li+].[B-](CC)(CC)CC. The catalyst is C1COCC1. The product is [C:27]([NH:26][C@H:10]([CH2:11][N:12]([C:20]1[S:21][C:22]([Br:25])=[CH:23][N:24]=1)[C:13]([O:15][C:16]([CH3:17])([CH3:18])[CH3:19])=[O:14])[C@H:9]([C:34]1[CH:39]=[CH:38][C:37]([C:40]([F:41])([F:42])[F:43])=[CH:36][CH:35]=1)[CH2:8][OH:7])([O:29][C:30]([CH3:31])([CH3:32])[CH3:33])=[O:28]. The yield is 0.880. (2) The reactants are C1(P(C2C=CC=CC=2)C2C=CC=CC=2)C=CC=CC=1.C[O:21][C:22]1[C:23]([C:35](=[O:44])[C:36]2[CH:41]=[CH:40][C:39]([O:42][CH3:43])=[CH:38][CH:37]=2)=[C:24]([CH2:30][C:31]([O:33][CH3:34])=[O:32])[CH:25]=[C:26]([O:28][CH3:29])[CH:27]=1. The catalyst is O1CCCC1.C(O)=O.C([O-])(=O)C.[Pd+2].C([O-])(=O)C. The product is [OH:21][C:22]1[C:23]([C:35](=[O:44])[C:36]2[CH:37]=[CH:38][C:39]([O:42][CH3:43])=[CH:40][CH:41]=2)=[C:24]([CH2:30][C:31]([O:33][CH3:34])=[O:32])[CH:25]=[C:26]([O:28][CH3:29])[CH:27]=1. The yield is 0.560. (3) The yield is 0.570. The catalyst is CO. The product is [CH:16]1[C:17]2[N:5]([CH2:4][CH:2]([OH:1])[CH2:3][NH:24][CH2:18][C:19]3[O:23][CH:22]=[CH:21][CH:20]=3)[C:6]3[C:11](=[CH:10][CH:9]=[CH:8][CH:7]=3)[C:12]=2[CH:13]=[CH:14][CH:15]=1. The reactants are [O:1]1[CH2:3][CH:2]1[CH2:4][N:5]1[C:17]2[CH:16]=[CH:15][CH:14]=[CH:13][C:12]=2[C:11]2[C:6]1=[CH:7][CH:8]=[CH:9][CH:10]=2.[CH2:18]([NH2:24])[C:19]1[O:23][CH:22]=[CH:21][CH:20]=1.C(O)C.